Dataset: Full USPTO retrosynthesis dataset with 1.9M reactions from patents (1976-2016). Task: Predict the reactants needed to synthesize the given product. (1) Given the product [Cl:24][C:25]1[CH:26]=[C:27]([C:13]2[C:12]([OH:17])=[CH:11][C:10]([C:2]([CH3:9])([CH3:1])[CH2:3][CH2:4][CH2:5][CH2:6][CH2:7][CH3:8])=[CH:15][CH:14]=2)[CH:28]=[C:29]([Cl:31])[CH:30]=1, predict the reactants needed to synthesize it. The reactants are: [CH3:1][C:2]([C:10]1[CH:11]=[C:12]([OH:17])[C:13](Br)=[CH:14][CH:15]=1)([CH3:9])[CH2:3][CH2:4][CH2:5][CH2:6][CH2:7][CH3:8].C(=O)([O-])[O-].[Na+].[Na+].[Cl:24][C:25]1[CH:26]=[C:27](B(O)O)[CH:28]=[C:29]([Cl:31])[CH:30]=1.CCOC(C)=O. (2) The reactants are: [C:1]1([CH3:33])[CH:6]=[CH:5][C:4]([S:7]([N:10]2[CH2:15][CH2:14][C@H:13]([C:16](=[O:29])[NH:17][C:18]3[CH:23]=[CH:22][C:21]([O:24][C:25]([F:28])([F:27])[F:26])=[CH:20][CH:19]=3)[CH2:12][C@H:11]2[C:30]([OH:32])=[O:31])(=[O:9])=[O:8])=[CH:3][CH:2]=1.[CH3:34][O:35][C:36]([C@H:38]1[CH2:43][CH2:42][N:41]([S:44]([C:47]2[CH:52]=[CH:51][C:50]([CH3:53])=[CH:49][CH:48]=2)(=[O:46])=[O:45])[C@H:40]([C:54]([OH:56])=[O:55])[CH2:39]1)=[O:37].[Cl-].C[Al+]C. Given the product [C:1]1([CH3:33])[CH:2]=[CH:3][C:4]([S:7]([N:10]2[CH2:15][CH2:14][C@@H:13]([C:16](=[O:29])[NH:17][C:18]3[CH:23]=[CH:22][C:21]([O:24][C:25]([F:28])([F:27])[F:26])=[CH:20][CH:19]=3)[CH2:12][C@@H:11]2[C:30]([OH:32])=[O:31])(=[O:9])=[O:8])=[CH:5][CH:6]=1.[CH3:34][O:35][C:36]([C@@H:38]1[CH2:43][CH2:42][N:41]([S:44]([C:47]2[CH:48]=[CH:49][C:50]([CH3:53])=[CH:51][CH:52]=2)(=[O:45])=[O:46])[C@@H:40]([C:54]([OH:56])=[O:55])[CH2:39]1)=[O:37].[F:26][C:25]([F:27])([F:28])[O:24][C:21]1[CH:22]=[CH:23][C:18]([NH2:17])=[CH:19][CH:20]=1, predict the reactants needed to synthesize it.